This data is from Full USPTO retrosynthesis dataset with 1.9M reactions from patents (1976-2016). The task is: Predict the reactants needed to synthesize the given product. (1) Given the product [Br:1][C:2]1[CH:3]=[C:4]2[C:9](=[CH:10][C:11]=1[OH:12])[O:8][C:7](=[O:13])[CH2:6][CH:5]2[CH2:14][O:50][C:48](=[O:49])[CH2:47][CH2:46][CH2:45][CH2:44][CH2:43][CH2:42][CH2:41][CH2:40][CH2:39][CH2:38][CH2:37][N:34]=[N+:35]=[N-:36], predict the reactants needed to synthesize it. The reactants are: [Br:1][C:2]1[CH:3]=[C:4]2[C:9](=[CH:10][C:11]=1[OH:12])[O:8][C:7](=[O:13])[CH2:6][CH:5]2[CH2:14]Cl.C1(C)C=CC=CC=1.N12CCCN=C1CCCCC2.[N:34]([CH2:37][CH2:38][CH2:39][CH2:40][CH2:41][CH2:42][CH2:43][CH2:44][CH2:45][CH2:46][CH2:47][C:48]([OH:50])=[O:49])=[N+:35]=[N-:36]. (2) Given the product [OH:21][C:22]1[CH:27]=[CH:26][C:25]([C:1]([C:2]2[CH:7]=[CH:6][CH:5]=[CH:4][CH:3]=2)=[O:8])=[CH:24][C:23]=1[CH3:28], predict the reactants needed to synthesize it. The reactants are: [C:1](OC1C=CC=CC=1C)(=[O:8])[C:2]1[CH:7]=[CH:6][CH:5]=[CH:4][CH:3]=1.C([O:21][C:22]1[CH:27]=[CH:26][CH:25]=[CH:24][C:23]=1[CH3:28])(=O)CC. (3) Given the product [CH2:14]([N:16]([CH2:17][CH3:18])[C:6](=[O:8])[CH:5]=[CH:4][CH2:3][CH:2]([CH3:1])[CH3:9])[CH3:15], predict the reactants needed to synthesize it. The reactants are: [CH3:1][CH:2]([CH3:9])[CH2:3][CH:4]=[CH:5][C:6]([OH:8])=O.S(Cl)(Cl)=O.[CH2:14]([NH:16][CH2:17][CH3:18])[CH3:15]. (4) Given the product [Cl:1][C:2]1[CH:3]=[N:4][C:5]2[N:6]([N:8]=[C:9]([C:11]([N:28]3[CH2:27][CH2:26][N:25]4[C:21]([C:20]5[C:15]([F:14])=[N:16][CH:17]=[CH:18][CH:19]=5)=[CH:22][N:23]=[C:24]4[CH2:29]3)=[O:13])[CH:10]=2)[CH:7]=1, predict the reactants needed to synthesize it. The reactants are: [Cl:1][C:2]1[CH:3]=[N:4][C:5]2[N:6]([N:8]=[C:9]([C:11]([OH:13])=O)[CH:10]=2)[CH:7]=1.[F:14][C:15]1[C:20]([C:21]2[N:25]3[CH2:26][CH2:27][NH:28][CH2:29][C:24]3=[N:23][CH:22]=2)=[CH:19][CH:18]=[CH:17][N:16]=1. (5) Given the product [CH2:1]([O:3][C:4](=[O:14])[NH:5][C:6]1[CH:11]=[CH:10][C:9]([CH:12]=[O:13])=[CH:8][C:7]=1[N+:15]([O-:17])=[O:16])[CH3:2], predict the reactants needed to synthesize it. The reactants are: [CH2:1]([O:3][C:4](=[O:14])[NH:5][C:6]1[CH:11]=[CH:10][C:9]([CH:12]=[O:13])=[CH:8][CH:7]=1)[CH3:2].[N+:15]([O-])([O-:17])=[O:16].[Na+]. (6) Given the product [F:35][C:29]1[CH:30]=[CH:31][CH:32]=[C:33]([F:34])[C:28]=1[S:25]([NH:24][C:20]1[CH:21]=[CH:22][CH:23]=[C:18]([C:9]2[N:10]=[C:11]([N:13]3[CH2:17][CH2:16][CH2:15][CH2:14]3)[O:12][C:8]=2[C:6]2[CH:5]=[CH:4][N:3]=[C:2]([NH:10][CH2:9][CH:18]([CH3:19])[CH3:23])[N:7]=2)[CH:19]=1)(=[O:27])=[O:26], predict the reactants needed to synthesize it. The reactants are: Cl[C:2]1[N:7]=[C:6]([C:8]2[O:12][C:11]([N:13]3[CH2:17][CH2:16][CH2:15][CH2:14]3)=[N:10][C:9]=2[C:18]2[CH:19]=[C:20]([NH:24][S:25]([C:28]3[C:33]([F:34])=[CH:32][CH:31]=[CH:30][C:29]=3[F:35])(=[O:27])=[O:26])[CH:21]=[CH:22][CH:23]=2)[CH:5]=[CH:4][N:3]=1. (7) Given the product [NH2:1][C:2]1[C:11]2[C:6](=[CH:7][CH:8]=[CH:9][C:10]=2[O:12][CH2:13][C@@H:14]([NH:17][C:28](=[O:29])[C:27]2[CH:31]=[CH:32][CH:33]=[C:25]([OH:24])[CH:26]=2)[CH2:15][CH3:16])[N:5]=[C:4]([CH3:18])[C:3]=1[C:19]([O:21][CH2:22][CH3:23])=[O:20], predict the reactants needed to synthesize it. The reactants are: [NH2:1][C:2]1[C:11]2[C:6](=[CH:7][CH:8]=[CH:9][C:10]=2[O:12][CH2:13][C@@H:14]([NH2:17])[CH2:15][CH3:16])[N:5]=[C:4]([CH3:18])[C:3]=1[C:19]([O:21][CH2:22][CH3:23])=[O:20].[OH:24][C:25]1[CH:26]=[C:27]([CH:31]=[CH:32][CH:33]=1)[C:28](O)=[O:29]. (8) Given the product [CH2:28]([O:27][C:10]1[CH:11]=[C:12]2[C:25]3[C:24](=[CH:23][CH:22]=[CH:21][CH:20]=3)[C:39](=[O:40])[C:18]3[CH:17]=[CH:16][C:15]4[C:4]5[C:3]([S:8][C:9]=1[C:14]=4[C:13]2=3)=[CH:2][CH:7]=[CH:6][CH:5]=5)[CH2:29][CH2:30][CH2:31][CH2:32][CH2:33][CH2:34][CH3:35], predict the reactants needed to synthesize it. The reactants are: N[C:2]1[CH:7]=[CH:6][CH:5]=[CH:4][C:3]=1[S:8][C:9]1[C:10]([O:27][CH2:28][CH2:29][CH2:30][CH2:31][CH2:32][CH2:33][CH2:34][CH3:35])=[CH:11][C:12]2[C:25]3[CH:24]=[CH:23][CH:22]=[CH:21][C:20]=3C(=O)[C:18]3[C:13]=2[C:14]=1[CH:15]=[CH:16][CH:17]=3.CN([CH:39]=[O:40])C.Cl.N([O-])=O.[Na+]. (9) Given the product [OH:1][CH2:2][C:3]([CH2:10][OH:11])([CH2:7][CH:8]=[CH2:9])[C:4]([O:6][CH3:12])=[O:5], predict the reactants needed to synthesize it. The reactants are: [OH:1][CH2:2][C:3]([CH2:10][OH:11])([CH2:7][CH:8]=[CH2:9])[C:4]([OH:6])=[O:5].[C:12]([O-])([O-])=O.[K+].[K+].CI.